This data is from Catalyst prediction with 721,799 reactions and 888 catalyst types from USPTO. The task is: Predict which catalyst facilitates the given reaction. Reactant: C([O:3][C:4](=O)[C@H:5]([N:7]1[C:12]2[CH:13]=[CH:14][C:15]([Br:17])=[CH:16][C:11]=2[O:10][CH2:9][C:8]1=S)[CH3:6])C.O.[NH2:21][NH2:22]. Product: [Br:17][C:15]1[CH:16]=[C:11]2[C:12]([N:7]3[C:8]([CH2:9][O:10]2)=[N:22][NH:21][C:4](=[O:3])[C@H:5]3[CH3:6])=[CH:13][CH:14]=1. The catalyst class is: 14.